From a dataset of Full USPTO retrosynthesis dataset with 1.9M reactions from patents (1976-2016). Predict the reactants needed to synthesize the given product. (1) The reactants are: [C:1]([O:5][C:6](=[O:15])[NH:7][C:8]1[CH:13]=[CH:12][CH:11]=[C:10]([SH:14])[CH:9]=1)([CH3:4])([CH3:3])[CH3:2].Br[C:17]1[CH:18]=[C:19]([CH:22]=[CH:23][CH:24]=1)[C:20]#[N:21].CC1(C)C2C(=C(P(C3C=CC=CC=3)C3C=CC=CC=3)C=CC=2)OC2C(P(C3C=CC=CC=3)C3C=CC=CC=3)=CC=CC1=2.CCN(C(C)C)C(C)C. Given the product [C:20]([C:19]1[CH:18]=[C:17]([S:14][C:10]2[CH:9]=[C:8]([NH:7][C:6](=[O:15])[O:5][C:1]([CH3:4])([CH3:2])[CH3:3])[CH:13]=[CH:12][CH:11]=2)[CH:24]=[CH:23][CH:22]=1)#[N:21], predict the reactants needed to synthesize it. (2) Given the product [C-:25]([S:26]([C:29]([F:32])([F:30])[F:31])(=[O:28])=[O:27])([S:40]([C:43]([F:44])([F:45])[F:46])(=[O:41])=[O:42])[S:33]([C:36]([F:39])([F:38])[F:37])(=[O:34])=[O:35].[C:53]([O:52][CH2:49][CH2:50][N+:23]([CH2:24][CH2:15][CH2:14][CH3:13])([CH2:22][CH2:17][CH2:18][CH3:19])[CH3:25])(=[O:1])[CH:4]=[CH2:5], predict the reactants needed to synthesize it. The reactants are: [OH2:1].CO[C:4]1C=CC(O)=C[CH:5]=1.C1[C:24]2[NH:23][C:22]3[C:17](=[CH:18][CH:19]=CC=3)S[C:15]=2[CH:14]=[CH:13]C=1.[C-:25]([S:40]([C:43]([F:46])([F:45])[F:44])(=[O:42])=[O:41])([S:33]([C:36]([F:39])([F:38])[F:37])(=[O:35])=[O:34])[S:26]([C:29]([F:32])([F:31])[F:30])(=[O:28])=[O:27].[Li+].C[C:49]([O:52][CH3:53])(C)[CH3:50]. (3) Given the product [C:30]([C:33]1[CH:38]=[CH:37][CH:36]=[CH:35][C:34]=1[O:29][CH:8]([C:5]1[CH:4]=[CH:3][C:2]([Br:1])=[CH:7][CH:6]=1)[CH2:9][CH2:10][N:11]1[CH2:16][CH2:15][CH:14]([C:17]2[CH:18]=[C:19]([NH:23][C:24](=[O:28])[CH:25]([CH3:26])[CH3:27])[CH:20]=[CH:21][CH:22]=2)[CH2:13][CH2:12]1)(=[O:32])[CH3:31], predict the reactants needed to synthesize it. The reactants are: [Br:1][C:2]1[CH:7]=[CH:6][C:5]([CH:8]([OH:29])[CH2:9][CH2:10][N:11]2[CH2:16][CH2:15][CH:14]([C:17]3[CH:18]=[C:19]([NH:23][C:24](=[O:28])[CH:25]([CH3:27])[CH3:26])[CH:20]=[CH:21][CH:22]=3)[CH2:13][CH2:12]2)=[CH:4][CH:3]=1.[C:30]([C:33]1[CH:38]=[CH:37][CH:36]=[CH:35][C:34]=1O)(=[O:32])[CH3:31]. (4) Given the product [C:1]([C:5]1[NH:6][C:7]2[C:13]([Br:15])=[C:12]([NH2:14])[CH:11]=[CH:10][C:8]=2[N:9]=1)([CH3:4])([CH3:2])[CH3:3], predict the reactants needed to synthesize it. The reactants are: [C:1]([C:5]1[NH:6][C:7]2[CH:13]=[C:12]([NH2:14])[CH:11]=[CH:10][C:8]=2[N:9]=1)([CH3:4])([CH3:3])[CH3:2].[Br:15]Br. (5) The reactants are: [NH2:1][C:2]1([CH2:34][CH2:35][CH:36]([CH3:38])[CH3:37])[C:11]2[C:6](=[CH:7][CH:8]=[CH:9][CH:10]=2)[C:5]([OH:12])=[C:4]([C:13]2[NH:18][C:17]3[CH:19]=[CH:20][C:21]([NH:23]C(=O)OC(C)(C)C)=[CH:22][C:16]=3[S:15](=[O:32])(=[O:31])[N:14]=2)[C:3]1=[O:33].Br[CH2:40][C:41]([O:43][CH2:44][CH3:45])=[O:42].C([O-])([O-])=O.[K+].[K+]. Given the product [CH2:44]([O:43][C:41](=[O:42])[CH2:40][NH:1][C:2]1([CH2:34][CH2:35][CH:36]([CH3:38])[CH3:37])[C:11]2[C:6](=[CH:7][CH:8]=[CH:9][CH:10]=2)[C:5]([OH:12])=[C:4]([C:13]2[NH:18][C:17]3[CH:19]=[CH:20][C:21]([NH:23][S:15]([CH3:16])(=[O:32])=[O:31])=[CH:22][C:16]=3[S:15](=[O:31])(=[O:32])[N:14]=2)[C:3]1=[O:33])[CH3:45], predict the reactants needed to synthesize it. (6) Given the product [Cl:28][C:24]1[C:23]([O:29][CH3:30])=[C:22]([N:15]([CH:32]2[CH2:36][CH2:35][CH2:34][CH2:33]2)[C:13](=[O:14])[N:12]([CH3:61])[C:10]2[S:11][C:7]([S:6][CH2:5][C:4]([OH:3])=[O:31])=[CH:8][N:9]=2)[CH:27]=[CH:26][CH:25]=1, predict the reactants needed to synthesize it. The reactants are: C([O:3][C:4](=[O:31])[CH2:5][S:6][C:7]1[S:11][C:10]([NH:12][C:13]([N:15]([C:22]2[CH:27]=[CH:26][CH:25]=[C:24]([Cl:28])[C:23]=2[O:29][CH3:30])CC2CCCC2)=[O:14])=[N:9][CH:8]=1)C.[CH:32]1(CN(C2C=CC(S(C)(=O)=O)=CC=2)C(=O)NC2SC=C(CC(O)=O)N=2)[CH2:36][CH2:35][CH2:34][CH2:33]1.[CH:61]1(CNC2C=CC=C(Cl)C=2OC)CCCC1.C(OC(=O)CSC1SC(N)=NC=1)C. (7) Given the product [NH2:1][C:2]1[N:3]([C:14]([O:16][C:17]([CH3:20])([CH3:19])[CH3:18])=[O:15])[CH:4]=[C:5]([CH2:7][CH2:8][CH2:9][CH2:10][CH2:11][C:12]2[N:23]=[N:22][N:21]([CH2:24][CH2:25][NH:26][C:27](=[O:35])[C:28]3[CH:33]=[CH:32][CH:31]=[CH:30][C:29]=3[I:34])[CH:13]=2)[N:6]=1, predict the reactants needed to synthesize it. The reactants are: [NH2:1][C:2]1[N:3]([C:14]([O:16][C:17]([CH3:20])([CH3:19])[CH3:18])=[O:15])[CH:4]=[C:5]([CH2:7][CH2:8][CH2:9][CH2:10][CH2:11][C:12]#[CH:13])[N:6]=1.[N:21]([CH2:24][CH2:25][NH:26][C:27](=[O:35])[C:28]1[CH:33]=[CH:32][CH:31]=[CH:30][C:29]=1[I:34])=[N+:22]=[N-:23]. (8) Given the product [F:15][C:16]([F:23])([F:22])[C@@H:17]1[CH2:21][CH2:20][CH2:19][N:18]1[C:2]1[CH:3]=[CH:4][C:5]2[N:12]3[CH2:13][C@H:8]([CH2:9][CH2:10][CH2:11]3)[NH:7][C:6]=2[N:14]=1, predict the reactants needed to synthesize it. The reactants are: Cl[C:2]1[CH:3]=[CH:4][C:5]2[N:12]3[CH2:13][C@H:8]([CH2:9][CH2:10][CH2:11]3)[NH:7][C:6]=2[N:14]=1.[F:15][C:16]([F:23])([F:22])[C@@H:17]1[CH2:21][CH2:20][CH2:19][NH:18]1.CC([O-])(C)C.[K+]. (9) Given the product [F:1][C:2]1[CH:3]=[CH:4][C:5]([CH2:8][N:9]2[C:39](=[O:40])[C:38]([C:33]3[NH:32][C:31]4[CH:42]=[CH:43][C:28]([NH:27][S:24]([CH3:23])(=[O:26])=[O:25])=[CH:29][C:30]=4[S:35](=[O:37])(=[O:36])[N:34]=3)=[C:19]([OH:20])[C@H:11]3[C@@H:10]2[C@@H:16]2[CH2:17][CH2:18][C@H:12]3[C@@H:13]3[C@H:15]2[CH2:14]3)=[CH:6][CH:7]=1, predict the reactants needed to synthesize it. The reactants are: [F:1][C:2]1[CH:7]=[CH:6][C:5]([CH2:8][NH:9][C@H:10]2[C@@H:16]3[CH2:17][CH2:18][C@@H:12]([C@@H:13]4[C@H:15]3[CH2:14]4)[C@H:11]2[C:19](OC)=[O:20])=[CH:4][CH:3]=1.[CH3:23][S:24]([NH:27][C:28]1[CH:43]=[CH:42][C:31]2[NH:32][C:33]([CH2:38][C:39](O)=[O:40])=[N:34][S:35](=[O:37])(=[O:36])[C:30]=2[CH:29]=1)(=[O:26])=[O:25].CN1CCOCC1.Cl.CN(C)CCCN=C=NCC.C(N(CC)CC)C. (10) Given the product [Br:20][C:21]1[C:22]([C:27]2[NH:31][N:30]=[CH:29][N:28]=2)=[C:23]([NH:26][C:17](=[O:19])[CH2:16][N:3]2[C:4]3[C:9](=[CH:8][N:7]=[C:6]([C:12]([F:13])([F:14])[F:15])[CH:5]=3)[CH:10]=[CH:11][C:2]2=[O:1])[S:24][CH:25]=1, predict the reactants needed to synthesize it. The reactants are: [O:1]=[C:2]1[CH:11]=[CH:10][C:9]2[C:4](=[CH:5][C:6]([C:12]([F:15])([F:14])[F:13])=[N:7][CH:8]=2)[N:3]1[CH2:16][C:17]([OH:19])=O.[Br:20][C:21]1[C:22]([C:27]2[NH:31][N:30]=[CH:29][N:28]=2)=[C:23]([NH2:26])[S:24][CH:25]=1.